From a dataset of Full USPTO retrosynthesis dataset with 1.9M reactions from patents (1976-2016). Predict the reactants needed to synthesize the given product. (1) Given the product [CH3:1][N:2]([CH3:10])[CH:3]1[CH2:8][CH2:7][CH:6]([O:9][C:14]2[C:15]3[C:22]([C:23]#[N:24])=[CH:21][NH:20][C:16]=3[N:17]=[CH:18][N:19]=2)[CH2:5][CH2:4]1, predict the reactants needed to synthesize it. The reactants are: [CH3:1][N:2]([CH3:10])[CH:3]1[CH2:8][CH2:7][CH:6]([OH:9])[CH2:5][CH2:4]1.[H-].[Na+].Cl[C:14]1[C:15]2[C:22]([C:23]#[N:24])=[CH:21][NH:20][C:16]=2[N:17]=[CH:18][N:19]=1. (2) Given the product [Br:1][C:2]1[C:3]([O:11][CH3:12])=[C:4]2[C:8](=[CH:9][CH:10]=1)[N:7]([C:24]1[CH:25]=[CH:26][C:21]([O:20][CH2:13][C:14]3[CH:15]=[CH:16][CH:17]=[CH:18][CH:19]=3)=[C:22]([F:30])[CH:23]=1)[N:6]=[CH:5]2, predict the reactants needed to synthesize it. The reactants are: [Br:1][C:2]1[C:3]([O:11][CH3:12])=[C:4]2[C:8](=[CH:9][CH:10]=1)[NH:7][N:6]=[CH:5]2.[CH2:13]([O:20][C:21]1[CH:26]=[CH:25][C:24](B(O)O)=[CH:23][C:22]=1[F:30])[C:14]1[CH:19]=[CH:18][CH:17]=[CH:16][CH:15]=1.N1C=CC=CC=1. (3) Given the product [Cl:24][C:25]1[CH:26]=[C:27]([CH:31]=[CH:32][C:33]=1[Cl:34])[C:28]([NH:2][CH2:3][C:4]1[CH:13]=[CH:12][CH:11]=[C:10]2[C:5]=1[C:6](=[O:23])[N:7]([CH:15]1[CH2:20][CH2:19][C:18](=[O:21])[NH:17][C:16]1=[O:22])[C:8]([CH3:14])=[N:9]2)=[O:29], predict the reactants needed to synthesize it. The reactants are: Cl.[NH2:2][CH2:3][C:4]1[CH:13]=[CH:12][CH:11]=[C:10]2[C:5]=1[C:6](=[O:23])[N:7]([CH:15]1[CH2:20][CH2:19][C:18](=[O:21])[NH:17][C:16]1=[O:22])[C:8]([CH3:14])=[N:9]2.[Cl:24][C:25]1[CH:26]=[C:27]([CH:31]=[CH:32][C:33]=1[Cl:34])[C:28](Cl)=[O:29].C(N(CC)C(C)C)(C)C. (4) Given the product [CH2:1]([C:8]1[CH:9]=[N:10][C:11]2[C:16]([C:17]=1[C:18]1[CH:19]=[C:20]([CH:21]=[CH:22][CH:23]=1)[O:24][C@@H:47]([C:44]1[CH:45]=[CH:46][C:41]([CH2:40][C:39]([OH:50])=[O:38])=[CH:42][CH:43]=1)[CH3:48])=[CH:15][CH:14]=[CH:13][C:12]=2[C:25]([F:28])([F:26])[F:27])[C:2]1[CH:3]=[CH:4][CH:5]=[CH:6][CH:7]=1, predict the reactants needed to synthesize it. The reactants are: [CH2:1]([C:8]1[CH:9]=[N:10][C:11]2[C:16]([C:17]=1[C:18]1[CH:19]=[C:20]([OH:24])[CH:21]=[CH:22][CH:23]=1)=[CH:15][CH:14]=[CH:13][C:12]=2[C:25]([F:28])([F:27])[F:26])[C:2]1[CH:7]=[CH:6][CH:5]=[CH:4][CH:3]=1.C1(O)C=CC=CC=1.C([O:38][C:39](=[O:50])[CH2:40][C:41]1[CH:46]=[CH:45][C:44]([CH:47](O)[CH3:48])=[CH:43][CH:42]=1)C. (5) Given the product [CH2:1]([O:3][C:4](=[O:20])[CH:5]([O:17][CH2:18][CH3:19])[CH2:6][C:7]1[CH:12]=[CH:11][C:10]([O:13][CH2:22][C:23]2[N:24]=[C:25]([C:29]3[CH:34]=[CH:33][C:32]([O:35][CH:36]([CH3:38])[CH3:37])=[CH:31][CH:30]=3)[O:26][C:27]=2[CH3:28])=[CH:9][C:8]=1[O:14][CH2:15][CH3:16])[CH3:2], predict the reactants needed to synthesize it. The reactants are: [CH2:1]([O:3][C:4](=[O:20])[CH:5]([O:17][CH2:18][CH3:19])[CH2:6][C:7]1[CH:12]=[CH:11][C:10]([OH:13])=[CH:9][C:8]=1[O:14][CH2:15][CH3:16])[CH3:2].Cl[CH2:22][C:23]1[N:24]=[C:25]([C:29]2[CH:34]=[CH:33][C:32]([O:35][CH:36]([CH3:38])[CH3:37])=[CH:31][CH:30]=2)[O:26][C:27]=1[CH3:28].C(=O)([O-])[O-].[K+].[K+].